This data is from Catalyst prediction with 721,799 reactions and 888 catalyst types from USPTO. The task is: Predict which catalyst facilitates the given reaction. (1) Reactant: F[C:2]1[CH:7]=[CH:6][C:5]([N+:8]([O-:10])=[O:9])=[CH:4][CH:3]=1.C(=O)([O-])[O-].[K+].[K+].[NH2:17][CH2:18][C:19]([NH2:22])([CH3:21])[CH3:20]. Product: [CH3:20][C:19]([NH2:22])([CH3:21])[CH2:18][NH:17][C:2]1[CH:7]=[CH:6][C:5]([N+:8]([O-:10])=[O:9])=[CH:4][CH:3]=1. The catalyst class is: 12. (2) Reactant: [Cl:1][C:2]1[CH:3]=[C:4]([OH:10])[CH:5]=[C:6]([C:8]#[N:9])[CH:7]=1.[Cl:11][C:12]1[C:13]([F:20])=[N:14][C:15](F)=[C:16]([F:18])[CH:17]=1.C(=O)([O-])[O-].[K+].[K+].O. Product: [Cl:1][C:2]1[CH:7]=[C:6]([CH:5]=[C:4]([O:10][C:15]2[C:16]([F:18])=[CH:17][C:12]([Cl:11])=[C:13]([F:20])[N:14]=2)[CH:3]=1)[C:8]#[N:9]. The catalyst class is: 3. (3) Reactant: [N:1]1[CH:2]=[C:3]([C:10]2[CH:11]=[C:12]([C:16]([O:18]C)=[O:17])[S:13][C:14]=2[CH3:15])[N:4]2[C:9]=1[CH:8]=[CH:7][CH:6]=[N:5]2.C1COCC1.[OH-].[K+]. Product: [N:1]1[CH:2]=[C:3]([C:10]2[CH:11]=[C:12]([C:16]([OH:18])=[O:17])[S:13][C:14]=2[CH3:15])[N:4]2[C:9]=1[CH:8]=[CH:7][CH:6]=[N:5]2. The catalyst class is: 5.